Dataset: Full USPTO retrosynthesis dataset with 1.9M reactions from patents (1976-2016). Task: Predict the reactants needed to synthesize the given product. (1) Given the product [CH3:22][N:23]([CH3:25])[CH:24]=[C:11]([F:12])[C:10]([C:5]1[C:4]([NH:14][C:15](=[O:21])[O:16][C:17]([CH3:18])([CH3:20])[CH3:19])=[CH:3][C:2]([F:1])=[C:7]([O:8][CH3:9])[N:6]=1)=[O:13], predict the reactants needed to synthesize it. The reactants are: [F:1][C:2]1[CH:3]=[C:4]([NH:14][C:15](=[O:21])[O:16][C:17]([CH3:20])([CH3:19])[CH3:18])[C:5]([C:10](=[O:13])[CH2:11][F:12])=[N:6][C:7]=1[O:8][CH3:9].[CH3:22][N:23]([CH:25](N(C)C)OC(C)(C)C)[CH3:24]. (2) Given the product [F:16][C:17]1[CH:18]=[C:19]([N:24]2[CH:28]=[CH:27][C:26]([NH:29][C:13]([C@H:10]3[CH2:9][CH2:8][C@@H:7]([N:6]4[CH2:5][CH2:4][O:3][C:2]4=[O:1])[CH2:12][CH2:11]3)=[O:15])=[N:25]2)[CH:20]=[C:21]([F:23])[CH:22]=1, predict the reactants needed to synthesize it. The reactants are: [O:1]=[C:2]1[N:6]([C@@H:7]2[CH2:12][CH2:11][C@H:10]([C:13]([OH:15])=O)[CH2:9][CH2:8]2)[CH2:5][CH2:4][O:3]1.[F:16][C:17]1[CH:18]=[C:19]([N:24]2[CH:28]=[CH:27][C:26]([NH2:29])=[N:25]2)[CH:20]=[C:21]([F:23])[CH:22]=1. (3) Given the product [Br:16][C:17]1[CH:22]=[CH:21][CH:20]=[C:19]([Cl:23])[C:18]=1[N:24]([C:33]([O:35][C:36]([CH3:39])([CH3:38])[CH3:37])=[O:34])[NH:25][C:26]([O:28][C:29]([CH3:30])([CH3:31])[CH3:32])=[O:27], predict the reactants needed to synthesize it. The reactants are: C([Li])CCC.CC1(C)CCCC(C)(C)N1.[Br:16][C:17]1[CH:22]=[CH:21][CH:20]=[C:19]([Cl:23])[CH:18]=1.[N:24](/[C:33]([O:35][C:36]([CH3:39])([CH3:38])[CH3:37])=[O:34])=[N:25]/[C:26]([O:28][C:29]([CH3:32])([CH3:31])[CH3:30])=[O:27]. (4) Given the product [Cl:15][C:12]1[CH:13]=[CH:14][C:9]([NH:8][C:6]2[C:5]([N+:17]([O-:19])=[O:18])=[CH:4][N:3]=[C:2]([NH:31][C:29]3[CH:28]=[N:27][N:26]([CH:23]4[CH2:24][CH2:25][O:20][CH2:21][CH2:22]4)[CH:30]=3)[N:7]=2)=[CH:10][C:11]=1[F:16], predict the reactants needed to synthesize it. The reactants are: Cl[C:2]1[N:7]=[C:6]([NH:8][C:9]2[CH:14]=[CH:13][C:12]([Cl:15])=[C:11]([F:16])[CH:10]=2)[C:5]([N+:17]([O-:19])=[O:18])=[CH:4][N:3]=1.[O:20]1[CH2:25][CH2:24][CH:23]([N:26]2[CH:30]=[C:29]([NH2:31])[CH:28]=[N:27]2)[CH2:22][CH2:21]1.CCN(C(C)C)C(C)C. (5) Given the product [NH2:8][C:9]1[N:14]=[C:13]([C:15]2[S:19][C:18]([C:20]3([OH:32])[CH2:25][CH2:24][C@H:23]([C:26]([O:28][CH2:29][CH3:30])=[O:27])[C@H:22]([CH3:31])[CH2:21]3)=[N:17][CH:16]=2)[CH:12]=[C:11]([CH3:33])[CH:10]=1, predict the reactants needed to synthesize it. The reactants are: C(OC([NH:8][C:9]1[N:14]=[C:13]([C:15]2[S:19][C:18]([C:20]3([OH:32])[CH2:25][CH2:24][C@H:23]([C:26]([O:28][CH2:29][CH3:30])=[O:27])[C@H:22]([CH3:31])[CH2:21]3)=[N:17][CH:16]=2)[CH:12]=[C:11]([CH3:33])[CH:10]=1)=O)(C)(C)C.FC(F)(F)C(O)=O.[OH-].[K+].P([O-])([O-])([O-])=O.Cl. (6) Given the product [CH2:24]([O:26][C:27](=[O:40])[CH2:28][C@@H:29]([OH:39])[CH2:30][CH2:31][C:32]1[CH:33]=[CH:34][C:35]([F:38])=[CH:36][CH:37]=1)[CH3:25], predict the reactants needed to synthesize it. The reactants are: C1(C(C2C=CC=CC=2)([C@@H]2CCCN2)O)C=CC=CC=1.B.CSC.[CH2:24]([O:26][C:27](=[O:40])[CH2:28][C:29](=[O:39])[CH2:30][CH2:31][C:32]1[CH:37]=[CH:36][C:35]([F:38])=[CH:34][CH:33]=1)[CH3:25]. (7) The reactants are: [CH:1]1([N:4]([CH2:28][C:29]2[CH:34]=[C:33]([CH2:35][CH2:36][CH2:37][O:38][CH3:39])[CH:32]=[C:31]([O:40][CH2:41][CH2:42][O:43][CH3:44])[CH:30]=2)[C:5]([C@@H:7]2[C@@:12]([OH:20])([C:13]3[CH:18]=[CH:17][NH:16][C:15](=O)[CH:14]=3)[CH2:11][CH2:10][N:9]([C:21]([O:23][C:24]([CH3:27])([CH3:26])[CH3:25])=[O:22])[CH2:8]2)=O)[CH2:3][CH2:2]1.[OH-:45].[Na+].[CH3:47]OS(OC)(=O)=O.[CH3:54][OH:55]. Given the product [CH:1]1([N:4]([CH2:28][C:29]2[CH:34]=[C:33]([CH2:35][CH2:36][CH2:37][O:38][CH3:39])[CH:32]=[C:31]([O:40][CH2:41][CH2:42][O:43][CH3:44])[CH:30]=2)[C:5]([C@@H:7]2[C@@:12]([O:20][CH3:47])([C:13]3[CH:14]=[CH:15][N:16]([CH3:17])[C:54](=[O:55])[CH:18]=3)[CH2:11][CH2:10][N:9]([C:21]([O:23][C:24]([CH3:25])([CH3:27])[CH3:26])=[O:22])[CH2:8]2)=[O:45])[CH2:3][CH2:2]1, predict the reactants needed to synthesize it. (8) Given the product [F:17][C:18]1[CH:19]=[CH:20][C:21]([N+:25]([O-:27])=[O:26])=[C:22]([CH:23]=1)[O:24][CH:31]1[CH2:32][CH2:33][O:28][CH2:29][CH2:30]1, predict the reactants needed to synthesize it. The reactants are: N(C(OC(C)(C)C)=O)=NC(OC(C)(C)C)=O.[F:17][C:18]1[CH:19]=[CH:20][C:21]([N+:25]([O-:27])=[O:26])=[C:22]([OH:24])[CH:23]=1.[O:28]1[CH2:33][CH2:32][CH:31](O)[CH2:30][CH2:29]1.C1(P(C2C=CC=CC=2)C2C=CC=CC=2)C=CC=CC=1.